This data is from Reaction yield outcomes from USPTO patents with 853,638 reactions. The task is: Predict the reaction yield, written as a fraction of the theoretical maximum amount of product (1.0 means a 100% yield; for example, 0.34 means a 34% yield). (1) The reactants are [O:1]1[C:5]2[CH:6]=[CH:7][C:8]([C:10]3([C:13]([NH:15][C:16]4[CH:17]=[C:18]([C:23]5[CH:28]=[CH:27][C:26]([C:29]#[N:30])=[C:25]([Cl:31])[CH:24]=5)[C:19]([CH3:22])=[CH:20][CH:21]=4)=[O:14])[CH2:12][CH2:11]3)=[CH:9][C:4]=2[O:3][CH2:2]1.[Cl-].[NH4+].[N-:34]=[N+:35]=[N-:36].[Na+]. The catalyst is CN(C=O)C. The product is [O:1]1[C:5]2[CH:6]=[CH:7][C:8]([C:10]3([C:13]([NH:15][C:16]4[CH:17]=[C:18]([C:23]5[CH:28]=[CH:27][C:26]([C:29]6[N:34]=[N:35][NH:36][N:30]=6)=[C:25]([Cl:31])[CH:24]=5)[C:19]([CH3:22])=[CH:20][CH:21]=4)=[O:14])[CH2:12][CH2:11]3)=[CH:9][C:4]=2[O:3][CH2:2]1. The yield is 0.0900. (2) The yield is 0.530. The catalyst is C1COCC1. The reactants are C(NC(C)C)(C)C.C([Li])CCC.[Li+].CC([N-]C(C)C)C.[O:21]1[CH2:26][CH2:25][CH2:24][CH2:23][CH:22]1[O:27][CH2:28][CH2:29][C:30]1[N:31]=[C:32]([NH:35][C:36](=[O:42])[O:37][C:38]([CH3:41])([CH3:40])[CH3:39])[S:33][CH:34]=1.[CH3:43][C:44]([CH3:46])=[O:45]. The product is [OH:45][C:44]([C:34]1[S:33][C:32]([NH:35][C:36](=[O:42])[O:37][C:38]([CH3:39])([CH3:41])[CH3:40])=[N:31][C:30]=1[CH2:29][CH2:28][O:27][CH:22]1[CH2:23][CH2:24][CH2:25][CH2:26][O:21]1)([CH3:46])[CH3:43]. (3) The reactants are [Si]([O:8][C:9]1[C:10]([F:21])=[C:11]([CH:18]=[CH:19][CH:20]=1)[CH2:12][N:13]1[CH2:17][CH2:16][CH2:15][CH2:14]1)(C(C)(C)C)(C)C.[F-].[K+]. The catalyst is CO. The product is [F:21][C:10]1[C:11]([CH2:12][N:13]2[CH2:17][CH2:16][CH2:15][CH2:14]2)=[CH:18][CH:19]=[CH:20][C:9]=1[OH:8]. The yield is 0.780. (4) The reactants are Br[C:2]1[CH:7]=[C:6]([N+:8]([O-:10])=[O:9])[C:5]([NH:11][C:12](=[O:14])[CH3:13])=[C:4]([O:15][CH3:16])[CH:3]=1.[NH:17]1[CH2:22][CH2:21][O:20][CH2:19][CH2:18]1.C1C=CC(P(C2C(C3C(P(C4C=CC=CC=4)C4C=CC=CC=4)=CC=C4C=3C=CC=C4)=C3C(C=CC=C3)=CC=2)C2C=CC=CC=2)=CC=1.CC([O-])(C)C.[K+]. The catalyst is O1CCOCC1. The product is [CH3:16][O:15][C:4]1[CH:3]=[C:2]([N:17]2[CH2:22][CH2:21][O:20][CH2:19][CH2:18]2)[CH:7]=[C:6]([N+:8]([O-:10])=[O:9])[C:5]=1[NH:11][C:12](=[O:14])[CH3:13]. The yield is 0.350. (5) The reactants are [Br:1][C:2]1[CH:7]=[CH:6][C:5]([CH2:8][C:9]([OH:11])=O)=[C:4]([F:12])[CH:3]=1.[F:13][C:14]([F:25])([F:24])[C:15]([C:18]1[O:22][N:21]=[C:20]([NH2:23])[CH:19]=1)([CH3:17])[CH3:16].CN(C(ON1N=NC2C=CC=NC1=2)=[N+](C)C)C.F[P-](F)(F)(F)(F)F.CCN(CC)CC. The catalyst is C(Cl)Cl. The product is [Br:1][C:2]1[CH:7]=[CH:6][C:5]([CH2:8][C:9]([NH:23][C:20]2[CH:19]=[C:18]([C:15]([CH3:17])([CH3:16])[C:14]([F:24])([F:13])[F:25])[O:22][N:21]=2)=[O:11])=[C:4]([F:12])[CH:3]=1. The yield is 0.254. (6) The reactants are [CH3:1][N:2]1[C:6]([NH:7][C:8]2[CH:13]=[C:12]([NH:14][C:15]3[CH:24]=[CH:23][CH:22]=[CH:21][C:16]=3[C:17]([NH:19][CH3:20])=[O:18])[C:11]([C:25]([CH3:27])=[CH2:26])=[CH:10][N:9]=2)=[CH:5][C:4]([CH3:28])=[N:3]1.N#N. The catalyst is C(O)C.O=[Pt]=O. The product is [CH3:1][N:2]1[C:6]([NH:7][C:8]2[CH:13]=[C:12]([NH:14][C:15]3[CH:24]=[CH:23][CH:22]=[CH:21][C:16]=3[C:17]([NH:19][CH3:20])=[O:18])[C:11]([CH:25]([CH3:26])[CH3:27])=[CH:10][N:9]=2)=[CH:5][C:4]([CH3:28])=[N:3]1. The yield is 0.610.